This data is from Reaction yield outcomes from USPTO patents with 853,638 reactions. The task is: Predict the reaction yield, written as a fraction of the theoretical maximum amount of product (1.0 means a 100% yield; for example, 0.34 means a 34% yield). (1) The reactants are S(Cl)([Cl:4])(=O)=O.[CH3:6][N:7]1[C:11]([CH3:12])=[N:10][N:9]=[C:8]1[C:13]1[CH:18]=[CH:17][N:16]=[CH:15][CH:14]=1.C([O-])(O)=O.[Na+]. The catalyst is C(Cl)Cl.CN(C=O)C. The product is [Cl:4][CH2:12][C:11]1[N:7]([CH3:6])[C:8]([C:13]2[CH:18]=[CH:17][N:16]=[CH:15][CH:14]=2)=[N:9][N:10]=1. The yield is 0.230. (2) The reactants are [NH:1]([C:3]1[CH:12]=[CH:11][C:6]([C:7]([O:9][CH3:10])=[O:8])=[CH:5][CH:4]=1)[NH2:2].Br[CH2:14][CH2:15][C:16]1[CH:17]=[CH:18][C:19]([CH3:22])=[N:20][CH:21]=1. The product is [CH3:22][C:19]1[N:20]=[CH:21][C:16]([CH2:15][CH2:14][N:1]([C:3]2[CH:4]=[CH:5][C:6]([C:7]([O:9][CH3:10])=[O:8])=[CH:11][CH:12]=2)[NH2:2])=[CH:17][CH:18]=1. The yield is 0.285. The catalyst is C(N(CC)CC)C. (3) The reactants are Br[C:2]1[CH:7]=[CH:6][C:5]([Br:8])=[CH:4][CH:3]=1.C([Li])CCC.CON(C)[C:17]([CH:19]1[CH2:24][CH2:23][N:22]([C:25]2[CH:30]=[CH:29][CH:28]=[CH:27][N:26]=2)[CH2:21][CH2:20]1)=[O:18]. The catalyst is C1COCC1. The product is [Br:8][C:5]1[CH:6]=[CH:7][C:2]([C:17]([CH:19]2[CH2:24][CH2:23][N:22]([C:25]3[CH:30]=[CH:29][CH:28]=[CH:27][N:26]=3)[CH2:21][CH2:20]2)=[O:18])=[CH:3][CH:4]=1. The yield is 0.710. (4) The reactants are [CH3:1][O:2][C:3]1[CH:19]=[CH:18][C:6]([CH2:7][O:8][C:9]2[CH:10]=[C:11]([CH:15]=[CH:16][CH:17]=2)[C:12]([OH:14])=O)=[CH:5][CH:4]=1.S(Cl)(Cl)=O.[NH2:24][C:25]1[CH:30]=[CH:29][CH:28]=[CH:27][C:26]=1[S:31]([NH2:34])(=[O:33])=[O:32]. The catalyst is C1C=CC=CC=1.N1C=CC=CC=1. The product is [CH3:1][O:2][C:3]1[CH:4]=[CH:5][C:6]([CH2:7][O:8][C:9]2[CH:10]=[C:11]([CH:15]=[CH:16][CH:17]=2)[C:12]([NH:24][C:25]2[CH:30]=[CH:29][CH:28]=[CH:27][C:26]=2[S:31](=[O:33])(=[O:32])[NH2:34])=[O:14])=[CH:18][CH:19]=1. The yield is 0.310. (5) The reactants are C([N:14]1[CH2:17][C:16]([CH2:19][N:20]([CH3:22])[CH3:21])([F:18])[CH2:15]1)(C1C=CC=CC=1)C1C=CC=CC=1. The catalyst is C(O)C.[OH-].[OH-].[Pd+2]. The product is [F:18][C:16]1([CH2:19][N:20]([CH3:22])[CH3:21])[CH2:17][NH:14][CH2:15]1. The yield is 0.680. (6) The reactants are C(O[C:4]1([C:15]([F:18])([F:17])[F:16])[CH:6]([CH2:7][CH2:8][C:9]2[CH:14]=[CH:13][CH:12]=[CH:11][CH:10]=2)[O:5]1)C.FC(F)(F)[C:21]1[C:29]2[C:24](=[CH:25][CH:26]=[CH:27][CH:28]=2)N[CH:22]=1.[NH:32]1CCCC[C:34]2C=CC=C[C:33]1=2. The catalyst is FC(F)(F)C(O)C(F)(F)F. The product is [CH2:22]([CH:6]1[C:4]([C:15]([F:16])([F:17])[F:18])([OH:5])[N:32]2[C:10]3[CH:9]([CH2:14][CH2:13][CH2:12][C:11]=3[CH:34]=[CH:33]2)[CH2:8][CH2:7]1)[CH2:21][C:29]1[CH:28]=[CH:27][CH:26]=[CH:25][CH:24]=1. The yield is 0.360. (7) The catalyst is O1CCOCC1. The yield is 0.980. The product is [ClH:17].[NH2:8][C@@H:9]([CH3:16])/[CH:10]=[CH:11]/[C:12]([O:14][CH3:15])=[O:13]. The reactants are C(OC([NH:8][C@@H:9]([CH3:16])/[CH:10]=[CH:11]/[C:12]([O:14][CH3:15])=[O:13])=O)(C)(C)C.[ClH:17].